Dataset: Full USPTO retrosynthesis dataset with 1.9M reactions from patents (1976-2016). Task: Predict the reactants needed to synthesize the given product. Given the product [CH2:38]([O:37][C:35](=[O:36])[CH2:34][CH2:33][C:19]([C:20]#[N:21])([C:14]1[CH:15]=[CH:16][C:17]([Cl:18])=[C:12]([Cl:11])[CH:13]=1)[CH2:22][CH2:23][CH2:24][O:25][CH:26]1[CH2:31][CH2:30][O:29][CH2:28][CH2:27]1)[CH3:39], predict the reactants needed to synthesize it. The reactants are: C[Si](C)(C)[N-][Si](C)(C)C.[K+].[Cl:11][C:12]1[CH:13]=[C:14]([CH:19]([CH2:22][CH2:23][CH2:24][O:25][CH:26]2[CH2:31][CH2:30][O:29][CH2:28][CH2:27]2)[C:20]#[N:21])[CH:15]=[CH:16][C:17]=1[Cl:18].Br[CH2:33][CH2:34][C:35]([O:37][CH2:38][CH3:39])=[O:36].